This data is from Forward reaction prediction with 1.9M reactions from USPTO patents (1976-2016). The task is: Predict the product of the given reaction. (1) Given the reactants [CH3:1][NH2:2].Cl[C:4]1[N:9]=[CH:8][N:7]=[C:6]([CH2:10][C:11]2[CH:16]=[CH:15][C:14]([NH2:17])=[CH:13][CH:12]=2)[CH:5]=1, predict the reaction product. The product is: [NH2:17][C:14]1[CH:15]=[CH:16][C:11]([CH2:10][C:6]2[N:7]=[CH:8][N:9]=[C:4]([NH:2][CH3:1])[CH:5]=2)=[CH:12][CH:13]=1. (2) The product is: [Br:14][C:15]1[N:20]=[C:19]2[N:21]([CH2:3][CH2:4][N:5]([CH3:7])[CH3:6])[N:22]=[C:23]([C:24]3[CH:29]=[CH:28][CH:27]=[CH:26][CH:25]=3)[C:18]2=[C:17]([C:30]([F:32])([F:33])[F:31])[CH:16]=1. Given the reactants Cl.Cl[CH2:3][CH2:4][N:5]([CH3:7])[CH3:6].C(=O)([O-])[O-].[K+].[K+].[Br:14][C:15]1[N:20]=[C:19]2[NH:21][N:22]=[C:23]([C:24]3[CH:29]=[CH:28][CH:27]=[CH:26][CH:25]=3)[C:18]2=[C:17]([C:30]([F:33])([F:32])[F:31])[CH:16]=1.O, predict the reaction product. (3) Given the reactants [CH3:1][O:2][C:3]1[C:4]([CH2:14]OC)=[C:5](B(O)O)[CH:6]=[CH:7][C:8]=1[O:9][CH3:10].[C:17](=[O:20])([O-])[O-].[Cs+].[Cs+].BrC1[CH:32]=[CH:31][CH:30]=[C:29]2[C:25]=1[CH2:26][O:27][C:28]2=[O:33].CN(C)[CH:36]=[O:37], predict the reaction product. The product is: [CH3:10][O:9][C:8]1[C:3]([O:2][CH2:1][O:20][CH3:17])=[C:4]([C:14]2[CH:32]=[CH:31][CH:30]=[C:29]3[C:25]=2[CH2:26][O:27][C:28]3=[O:33])[CH:5]=[CH:6][C:7]=1[O:37][CH3:36]. (4) The product is: [CH3:21][O:22][C:23]1[C:28]([O:29][C:6]2[CH:7]=[CH:8][C:3]([C:2]([F:13])([F:12])[F:1])=[CH:4][CH:5]=2)=[CH:27][CH:26]=[CH:25][N:24]=1. Given the reactants [F:1][C:2]([F:13])([F:12])[C:3]1[CH:8]=[CH:7][C:6](B(O)O)=[CH:5][CH:4]=1.C(N(CC)CC)C.[CH3:21][O:22][C:23]1[C:28]([OH:29])=[CH:27][CH:26]=[CH:25][N:24]=1, predict the reaction product. (5) Given the reactants [Cl:1][C:2]1[CH:10]=[CH:9][CH:8]=[CH:7][C:3]=1[C:4]([OH:6])=O.[F:11][C:12]1([F:28])[CH2:17][CH2:16][CH:15]([CH:18]([C:21]2[CH:22]=[N:23][C:24]([CH3:27])=[N:25][CH:26]=2)[CH2:19][NH2:20])[CH2:14][CH2:13]1, predict the reaction product. The product is: [Cl:1][C:2]1[CH:10]=[CH:9][CH:8]=[CH:7][C:3]=1[C:4]([NH:20][CH2:19][CH:18]([CH:15]1[CH2:16][CH2:17][C:12]([F:28])([F:11])[CH2:13][CH2:14]1)[C:21]1[CH:22]=[N:23][C:24]([CH3:27])=[N:25][CH:26]=1)=[O:6]. (6) Given the reactants [CH3:1][OH:2].[Br:3][C:4]1[CH:11]=[C:10](F)[C:7]([C:8]#[N:9])=[C:6]([F:13])[CH:5]=1.C[Si]([N-][Si](C)(C)C)(C)C.[Na+], predict the reaction product. The product is: [Br:3][C:4]1[CH:11]=[C:10]([O:2][CH3:1])[C:7]([C:8]#[N:9])=[C:6]([F:13])[CH:5]=1. (7) The product is: [Br:1][C:2]1[CH:7]=[CH:6][C:5]([C:8]2[O:17][C:11]3[N:12]=[CH:13][N:14]=[C:15]([Cl:26])[C:10]=3[C:9]=2[C:18]2[CH:23]=[CH:22][CH:21]=[CH:20][CH:19]=2)=[CH:4][CH:3]=1. Given the reactants [Br:1][C:2]1[CH:7]=[CH:6][C:5]([C:8]2[O:17][C:11]3[N:12]=[CH:13][NH:14][C:15](=O)[C:10]=3[C:9]=2[C:18]2[CH:23]=[CH:22][CH:21]=[CH:20][CH:19]=2)=[CH:4][CH:3]=1.P(Cl)(Cl)([Cl:26])=O.[NH4+], predict the reaction product. (8) Given the reactants [CH3:1][O:2][C:3]1[CH:8]=[CH:7][CH:6]=[CH:5][C:4]=1[N:9]1[CH2:14][CH2:13][N:12]([CH2:15][CH2:16][OH:17])[CH2:11][CH2:10]1.O=CCCCNC(=O)C1C=CC=CC=1, predict the reaction product. The product is: [CH3:1][O:2][C:3]1[CH:8]=[CH:7][CH:6]=[CH:5][C:4]=1[N:9]1[CH2:10][CH2:11][N:12]([CH2:15][CH:16]=[O:17])[CH2:13][CH2:14]1. (9) The product is: [NH2:22][S:19]([C:16]1[CH:17]=[CH:18][C:13]([N:12]2[C:8]([C:5]3[CH:6]=[CH:7][C:2]([Cl:1])=[CH:3][CH:4]=3)=[CH:9][C:10]([CH2:30][C:29]([OH:28])=[O:31])=[N:11]2)=[CH:14][CH:15]=1)(=[O:21])=[O:20]. Given the reactants [Cl:1][C:2]1[CH:7]=[CH:6][C:5]([C:8]2[N:12]([C:13]3[CH:18]=[CH:17][C:16]([S:19]([NH2:22])(=[O:21])=[O:20])=[CH:15][CH:14]=3)[N:11]=[C:10](CC#N)[CH:9]=2)=[CH:4][CH:3]=1.Cl.[Li+].[OH-:28].[CH2:29]([OH:31])[CH3:30], predict the reaction product. (10) The product is: [NH2:1][C:4]1[CH:9]=[CH:8][C:7]([Cl:10])=[CH:6][C:5]=1[CH2:11][O:12][C:13]1[CH:22]=[CH:21][C:16]([C:17]([O:19][CH3:20])=[O:18])=[CH:15][CH:14]=1. Given the reactants [N+:1]([C:4]1[CH:9]=[CH:8][C:7]([Cl:10])=[CH:6][C:5]=1[CH2:11][O:12][C:13]1[CH:22]=[CH:21][C:16]([C:17]([O:19][CH3:20])=[O:18])=[CH:15][CH:14]=1)([O-])=O.C1COCC1.Cl, predict the reaction product.